From a dataset of CYP1A2 inhibition data for predicting drug metabolism from PubChem BioAssay. Regression/Classification. Given a drug SMILES string, predict its absorption, distribution, metabolism, or excretion properties. Task type varies by dataset: regression for continuous measurements (e.g., permeability, clearance, half-life) or binary classification for categorical outcomes (e.g., BBB penetration, CYP inhibition). Dataset: cyp1a2_veith. (1) The drug is NCCNC[C@H](O)CO. The result is 0 (non-inhibitor). (2) The drug is Cc1nn2c(N3CCN(C(=O)c4ccco4)CC3)cc(C(C)(C)C)nc2c1-c1ccc(Cl)cc1. The result is 0 (non-inhibitor). (3) The molecule is COc1ccc(N2CCN(C(=S)Nc3cc(C)cc(C)c3)CC2)cc1. The result is 0 (non-inhibitor).